Predict the product of the given reaction. From a dataset of Forward reaction prediction with 1.9M reactions from USPTO patents (1976-2016). (1) Given the reactants [CH3:1][C:2]1[O:6][N:5]=[C:4]([C:7]2[CH:12]=[CH:11][CH:10]=[CH:9][CH:8]=2)[C:3]=1[CH2:13][O:14][C:15]1[CH:23]=[CH:22][C:18]([C:19]([OH:21])=O)=[CH:17][N:16]=1.[CH:24]([N:27]1[CH2:32][CH2:31][CH:30]([NH2:33])[CH2:29][CH2:28]1)([CH3:26])[CH3:25], predict the reaction product. The product is: [CH:24]([N:27]1[CH2:32][CH2:31][CH:30]([NH:33][C:19](=[O:21])[C:18]2[CH:22]=[CH:23][C:15]([O:14][CH2:13][C:3]3[C:4]([C:7]4[CH:8]=[CH:9][CH:10]=[CH:11][CH:12]=4)=[N:5][O:6][C:2]=3[CH3:1])=[N:16][CH:17]=2)[CH2:29][CH2:28]1)([CH3:26])[CH3:25]. (2) Given the reactants [ClH:1].C(OC([N:9]1[CH2:22][C:12]2=[C:13]3[N:18]([N:19]=[C:11]2[CH2:10]1)[C:17]([CH3:20])=[CH:16][C:15]([CH3:21])=[N:14]3)=O)(C)(C)C, predict the reaction product. The product is: [ClH:1].[CH3:21][C:15]1[CH:16]=[C:17]([CH3:20])[N:18]2[C:13]([N:14]=1)=[C:12]1[CH2:22][NH:9][CH2:10][C:11]1=[N:19]2. (3) Given the reactants [NH2:1][C:2]1[N:23]=[C:22](Cl)[CH:21]=[CH:20][C:3]=1[C:4]([NH:6][CH2:7][C:8]1[S:9][C:10]([O:13][C:14]2[CH:19]=[CH:18][CH:17]=[CH:16][CH:15]=2)=[CH:11][CH:12]=1)=[O:5].C1C=CC(CC(NCN[C@H](C(O)=O)CC2C=CC([N+]([O-])=O)=CC=2)=O)=CC=1.[CH3:51][O:52][CH2:53][C:54]#[CH:55].C(N(C(C)C)CC)(C)C.N1C=CC=CC=1, predict the reaction product. The product is: [NH2:1][C:2]1[N:23]=[C:22]([C:55]#[C:54][CH2:53][O:52][CH3:51])[CH:21]=[CH:20][C:3]=1[C:4]([NH:6][CH2:7][C:8]1[S:9][C:10]([O:13][C:14]2[CH:19]=[CH:18][CH:17]=[CH:16][CH:15]=2)=[CH:11][CH:12]=1)=[O:5].